This data is from Catalyst prediction with 721,799 reactions and 888 catalyst types from USPTO. The task is: Predict which catalyst facilitates the given reaction. Reactant: [F:1][C:2]1([F:22])[CH2:6][N:5]([C:7]2[CH:12]=[CH:11][C:10]([N+:13]([O-:15])=[O:14])=[C:9]([C:16]([F:19])([F:18])[F:17])[CH:8]=2)[C@H:4]([CH2:20][OH:21])[CH2:3]1.C(N(CC)CC)C.[CH3:30][S:31](Cl)(=[O:33])=[O:32]. Product: [CH3:30][S:31]([O:21][CH2:20][C@@H:4]1[CH2:3][C:2]([F:1])([F:22])[CH2:6][N:5]1[C:7]1[CH:12]=[CH:11][C:10]([N+:13]([O-:15])=[O:14])=[C:9]([C:16]([F:18])([F:19])[F:17])[CH:8]=1)(=[O:33])=[O:32]. The catalyst class is: 2.